This data is from Reaction yield outcomes from USPTO patents with 853,638 reactions. The task is: Predict the reaction yield, written as a fraction of the theoretical maximum amount of product (1.0 means a 100% yield; for example, 0.34 means a 34% yield). The reactants are [NH2:1][CH2:2][C:3]1[CH:8]=[CH:7][C:6]([C:9]2[C:14]([CH3:15])=[CH:13][CH:12]=[C:11]([NH:16][C:17]([C:19]3([C:22]4[CH:30]=[CH:29][C:25]5[O:26][CH2:27][O:28][C:24]=5[CH:23]=4)[CH2:21][CH2:20]3)=[O:18])[CH:10]=2)=[CH:5][CH:4]=1.[CH:31](=O)[CH2:32][CH3:33].[BH4-].[Na+]. The catalyst is ClCCl.COCCOC.O. The product is [O:26]1[C:25]2[CH:29]=[CH:30][C:22]([C:19]3([C:17]([NH:16][C:11]4[CH:10]=[C:9]([C:6]5[CH:5]=[CH:4][C:3]([CH2:2][NH:1][CH2:31][CH2:32][CH3:33])=[CH:8][CH:7]=5)[C:14]([CH3:15])=[CH:13][CH:12]=4)=[O:18])[CH2:20][CH2:21]3)=[CH:23][C:24]=2[O:28][CH2:27]1. The yield is 0.140.